From a dataset of Forward reaction prediction with 1.9M reactions from USPTO patents (1976-2016). Predict the product of the given reaction. (1) Given the reactants [Li]CCCC.Br[C:7]1[CH:12]=[CH:11][C:10]([O:13][CH2:14][CH2:15][CH3:16])=[CH:9][C:8]=1[O:17][CH3:18].[I:19]I, predict the reaction product. The product is: [I:19][C:7]1[CH:12]=[CH:11][C:10]([O:13][CH2:14][CH2:15][CH3:16])=[CH:9][C:8]=1[O:17][CH3:18]. (2) Given the reactants [NH:1]=[C:2]([NH:4][NH:5][C:6](=O)[C:7]1[CH:12]=[CH:11][C:10]([F:13])=[C:9]([F:14])[C:8]=1[NH:15][C:16]1[CH:21]=[CH:20][C:19]([CH2:22][CH3:23])=[CH:18][C:17]=1[F:24])[CH3:3], predict the reaction product. The product is: [F:14][C:9]1[C:10]([F:13])=[CH:11][CH:12]=[C:7]([C:6]2[NH:1][C:2]([CH3:3])=[N:4][N:5]=2)[C:8]=1[NH:15][C:16]1[CH:21]=[CH:20][C:19]([CH2:22][CH3:23])=[CH:18][C:17]=1[F:24]. (3) Given the reactants [CH:1]([O:4][C:5]1[CH:6]=[CH:7][C:8]([N+:14]([O-])=O)=[C:9]([CH:13]=1)[C:10]([OH:12])=[O:11])([CH3:3])[CH3:2], predict the reaction product. The product is: [CH:1]([O:4][C:5]1[CH:6]=[CH:7][C:8]([NH2:14])=[C:9]([CH:13]=1)[C:10]([OH:12])=[O:11])([CH3:3])[CH3:2].